Dataset: Catalyst prediction with 721,799 reactions and 888 catalyst types from USPTO. Task: Predict which catalyst facilitates the given reaction. (1) Reactant: [Br:1][C:2]1[CH:7]=[C:6]([NH2:8])[C:5]([NH2:9])=[C:4]([CH3:10])[CH:3]=1.[C:11](OCC)(OCC)(OCC)[O:12][CH2:13][CH3:14]. Product: [Br:1][C:2]1[CH:3]=[C:4]([CH3:10])[C:5]2[N:9]=[C:11]([O:12][CH2:13][CH3:14])[NH:8][C:6]=2[CH:7]=1. The catalyst class is: 15. (2) Reactant: [CH3:1][C:2]1[CH:7]=[CH:6][CH:5]=[C:4]([CH3:8])[C:3]=1[CH2:9][S:10](Cl)(=[O:12])=[O:11].CC(C)=O.[OH-].[NH4+:19]. Product: [CH3:1][C:2]1[CH:7]=[CH:6][CH:5]=[C:4]([CH3:8])[C:3]=1[CH2:9][S:10]([NH2:19])(=[O:12])=[O:11]. The catalyst class is: 6. (3) Reactant: [S:1]([Cl:5])(=O)(=[O:3])[OH:2].[CH3:6][N:7]([CH3:14])[C:8]1[CH:13]=[CH:12][CH:11]=[CH:10][CH:9]=1. Product: [CH3:6][N:7]([CH3:14])[C:8]1[CH:9]=[C:10]([S:1]([Cl:5])(=[O:3])=[O:2])[CH:11]=[CH:12][CH:13]=1. The catalyst class is: 4. (4) The catalyst class is: 4. Product: [CH3:33][C:34]1[CH:39]=[CH:38][CH:37]=[C:36]([CH3:40])[C:35]=1[O:1][CH2:2][C:3]1[C:7]([CH2:8][O:9][C:10]2[CH:15]=[CH:14][C:13]([C:16]3[CH:17]=[C:18]4[C:23](=[CH:24][CH:25]=3)[N:22]=[C:21]([C:26]([O:28][CH3:29])=[O:27])[CH:20]=[CH:19]4)=[CH:12][CH:11]=2)=[C:6]([CH:30]([CH3:32])[CH3:31])[O:5][N:4]=1. Reactant: [OH:1][CH2:2][C:3]1[C:7]([CH2:8][O:9][C:10]2[CH:15]=[CH:14][C:13]([C:16]3[CH:17]=[C:18]4[C:23](=[CH:24][CH:25]=3)[N:22]=[C:21]([C:26]([O:28][CH3:29])=[O:27])[CH:20]=[CH:19]4)=[CH:12][CH:11]=2)=[C:6]([CH:30]([CH3:32])[CH3:31])[O:5][N:4]=1.[CH3:33][C:34]1[CH:39]=[CH:38][CH:37]=[C:36]([CH3:40])[C:35]=1O.C1(P(C2C=CC=CC=2)C2C=CC=CC=2)C=CC=CC=1.N(C(OC(C)C)=O)=NC(OC(C)C)=O. (5) Reactant: C[O:2][C:3]1[CH:4]=[C:5]([C:9]2[N:10]=[CH:11][N:12]([C:14]([N:16]([CH3:29])[CH:17]3[CH2:22][CH2:21][N:20]([C:23]4[CH:28]=[CH:27][CH:26]=[CH:25][CH:24]=4)[CH2:19][CH2:18]3)=[O:15])[CH:13]=2)[CH:6]=[CH:7][CH:8]=1.B(Br)(Br)[Br:31]. Product: [BrH:31].[OH:2][C:3]1[CH:4]=[C:5]([C:9]2[N:10]=[CH:11][N:12]([C:14]([N:16]([CH3:29])[CH:17]3[CH2:18][CH2:19][N:20]([C:23]4[CH:24]=[CH:25][CH:26]=[CH:27][CH:28]=4)[CH2:21][CH2:22]3)=[O:15])[CH:13]=2)[CH:6]=[CH:7][CH:8]=1. The catalyst class is: 4. (6) Reactant: [CH3:1][C:2]1([CH3:9])[NH:6][C:5](=[O:7])[NH:4][C:3]1=[O:8].[OH-:10].[Na+].O. Product: [C:5]([NH:6][C:2]([CH3:9])([CH3:1])[C:3]([OH:10])=[O:8])(=[O:7])[NH2:4]. The catalyst class is: 10. (7) Reactant: [F:1][C:2]1[CH:7]=[CH:6][C:5]([N:8]=[CH:9][C:10]2[CH:15]=[CH:14][C:13]([OH:16])=[CH:12][CH:11]=2)=[CH:4][CH:3]=1.[F:17][C:18]1[CH:23]=[CH:22][C:21]([C:24]2([CH2:29][CH2:30][CH2:31][C:32]([N:34]3[C@@H:38]([C:39]4[CH:44]=[CH:43][CH:42]=[CH:41][CH:40]=4)[CH2:37][O:36][C:35]3=[O:45])=[O:33])[O:28][CH2:27][CH2:26][O:25]2)=[CH:20][CH:19]=1.C(N(C(C)C)CC)(C)C.Cl[Si:56]([CH3:59])([CH3:58])[CH3:57].C/C(/O[Si](C)(C)C)=N\[Si](C)(C)C. Product: [F:1][C:2]1[CH:7]=[CH:6][C:5]([NH:8][C@H:9]([C:10]2[CH:15]=[CH:14][C:13]([O:16][Si:56]([CH3:59])([CH3:58])[CH3:57])=[CH:12][CH:11]=2)[C@@H:31]([CH2:30][CH2:29][C:24]2([C:21]3[CH:22]=[CH:23][C:18]([F:17])=[CH:19][CH:20]=3)[O:25][CH2:26][CH2:27][O:28]2)[C:32]([N:34]2[C@@H:38]([C:39]3[CH:40]=[CH:41][CH:42]=[CH:43][CH:44]=3)[CH2:37][O:36][C:35]2=[O:45])=[O:33])=[CH:4][CH:3]=1. The catalyst class is: 528. (8) Reactant: [CH:1]([C:3]1[N:8]=[CH:7][C:6]([N:9]2[CH2:14][CH2:13][N:12]([C:15]([O:17]C(C)(C)C)=O)[CH2:11][CH2:10]2)=[CH:5][CH:4]=1)=[O:2].F[C:23](F)(F)C(O)=O.C(OC(=O)C)(=O)C.C(=O)([O-])O.[Na+]. Product: [C:15]([N:12]1[CH2:13][CH2:14][N:9]([C:6]2[CH:5]=[CH:4][C:3]([CH:1]=[O:2])=[N:8][CH:7]=2)[CH2:10][CH2:11]1)(=[O:17])[CH3:23]. The catalyst class is: 4. (9) Product: [Br:14][C:8]1[CH:9]=[C:10]([N+:11]([O-:13])=[O:12])[C:2]([CH3:1])=[C:3]([CH:7]=1)[C:4]([OH:6])=[O:5]. The catalyst class is: 65. Reactant: [CH3:1][C:2]1[C:10]([N+:11]([O-:13])=[O:12])=[CH:9][CH:8]=[CH:7][C:3]=1[C:4]([OH:6])=[O:5].[Br:14]N1C(C)(C)C(=O)N(Br)C1=O.